The task is: Predict the reaction yield, written as a fraction of the theoretical maximum amount of product (1.0 means a 100% yield; for example, 0.34 means a 34% yield).. This data is from Reaction yield outcomes from USPTO patents with 853,638 reactions. (1) The reactants are [C:1]([O:5][C:6](=[O:16])[NH:7][CH2:8][CH2:9][CH2:10][CH2:11][NH:12][C:13]([NH2:15])=[S:14])([CH3:4])([CH3:3])[CH3:2].CO[CH:19](OC)[N:20]([CH3:22])[CH3:21]. No catalyst specified. The product is [C:1]([O:5][C:6](=[O:16])[NH:7][CH2:8][CH2:9][CH2:10][CH2:11][NH:12][C:13]([N:15]=[CH:19][N:20]([CH3:22])[CH3:21])=[S:14])([CH3:4])([CH3:2])[CH3:3]. The yield is 0.760. (2) The reactants are [CH3:1]N(C)C=O.[H-].[Na+].[Cl:8][C:9]1[CH:14]=[C:13]([O:15][C:16]2[C:25]3[C:20](=[CH:21][C:22]([O:28][CH3:29])=[C:23]([O:26][CH3:27])[CH:24]=3)[N:19]=[CH:18][N:17]=2)[CH:12]=[CH:11][C:10]=1[NH:30][C:31](=[O:40])[O:32][CH:33]([CH2:37][CH2:38][CH3:39])[CH2:34][CH2:35][CH3:36].CI. The catalyst is O. The product is [Cl:8][C:9]1[CH:14]=[C:13]([O:15][C:16]2[C:25]3[C:20](=[CH:21][C:22]([O:28][CH3:29])=[C:23]([O:26][CH3:27])[CH:24]=3)[N:19]=[CH:18][N:17]=2)[CH:12]=[CH:11][C:10]=1[N:30]([CH3:1])[C:31](=[O:40])[O:32][CH:33]([CH2:37][CH2:38][CH3:39])[CH2:34][CH2:35][CH3:36]. The yield is 0.680. (3) The product is [O:28]=[C:15]1[CH2:14][CH2:13][CH:12]=[CH:11][CH2:10][C@@H:9]([NH:8][C:36](=[O:40])[CH:37]([CH3:39])[CH3:38])[C:20](=[O:21])[O:19][CH2:18][C@@H:17]([C:22]2[CH:27]=[CH:26][CH:25]=[CH:24][CH:23]=2)[NH:16]1. The catalyst is CN(C=O)C. The reactants are C(O)(C(F)(F)F)=O.[NH2:8][C@H:9]1[C:20](=[O:21])[O:19][CH2:18][C@@H:17]([C:22]2[CH:27]=[CH:26][CH:25]=[CH:24][CH:23]=2)[NH:16][C:15](=[O:28])[CH2:14][CH2:13][CH:12]=[CH:11][CH2:10]1.C(N(CC)CC)C.[C:36](O[C:36](=[O:40])[CH:37]([CH3:39])[CH3:38])(=[O:40])[CH:37]([CH3:39])[CH3:38]. The yield is 0.640. (4) The reactants are [Cl:1][C:2]1[CH:3]=[CH:4][C:5]([NH:9][C:10]2[N:14]([CH3:15])[C:13]3[C:16]([N:20]([CH2:24][CH2:25][CH3:26])[CH2:21][CH2:22][CH3:23])=[CH:17][CH:18]=[CH:19][C:12]=3[N:11]=2)=[C:6]([OH:8])[CH:7]=1.C(=O)(O)[O-].[Cs+].Br[CH2:33][C:34]#[N:35].C(=O)([O-])[O-].[K+].[K+]. The catalyst is O1CCCC1. The product is [Cl:1][C:2]1[CH:3]=[CH:4][C:5]([NH:9][C:10]2[N:14]([CH3:15])[C:13]3[C:16]([N:20]([CH2:24][CH2:25][CH3:26])[CH2:21][CH2:22][CH3:23])=[CH:17][CH:18]=[CH:19][C:12]=3[N:11]=2)=[C:6]([CH:7]=1)[O:8][CH2:33][C:34]#[N:35]. The yield is 0.580.